Dataset: Peptide-MHC class I binding affinity with 185,985 pairs from IEDB/IMGT. Task: Regression. Given a peptide amino acid sequence and an MHC pseudo amino acid sequence, predict their binding affinity value. This is MHC class I binding data. (1) The peptide sequence is NTDKINLT. The MHC is Mamu-A02 with pseudo-sequence Mamu-A02. The binding affinity (normalized) is 0. (2) The peptide sequence is VTFFCVMTY. The binding affinity (normalized) is 0.0847. The MHC is HLA-A69:01 with pseudo-sequence HLA-A69:01. (3) The peptide sequence is VQSVLRDISI. The MHC is HLA-A68:02 with pseudo-sequence HLA-A68:02. The binding affinity (normalized) is 0.338. (4) The peptide sequence is RSCSFKVGHH. The MHC is HLA-A33:01 with pseudo-sequence HLA-A33:01. The binding affinity (normalized) is 0. (5) The peptide sequence is IIMFDAEKL. The MHC is HLA-B15:01 with pseudo-sequence HLA-B15:01. The binding affinity (normalized) is 0.250. (6) The peptide sequence is LDVVKRQQEL. The MHC is Mamu-A11 with pseudo-sequence Mamu-A11. The binding affinity (normalized) is 0.0388. (7) The MHC is HLA-A69:01 with pseudo-sequence HLA-A69:01. The peptide sequence is WMRGRGRAL. The binding affinity (normalized) is 0.0847. (8) The peptide sequence is SMRYQSLIPR. The MHC is Patr-A0101 with pseudo-sequence Patr-A0101. The binding affinity (normalized) is 0.694. (9) The peptide sequence is HLEGKVILV. The MHC is HLA-A02:01 with pseudo-sequence HLA-A02:01. The binding affinity (normalized) is 0.166.